Dataset: Forward reaction prediction with 1.9M reactions from USPTO patents (1976-2016). Task: Predict the product of the given reaction. (1) Given the reactants [CH3:1][O:2][C:3]1[C:23]([O:24][CH3:25])=[CH:22][C:6]2[C:7]3[N:12]([CH:13]([CH3:15])[CH2:14][C:5]=2[CH:4]=1)[CH:11]=[C:10]([C:16]([O:18]CC)=[O:17])[C:9](=[O:21])[CH:8]=3.O.[OH-].[Li+].Cl, predict the reaction product. The product is: [CH3:1][O:2][C:3]1[C:23]([O:24][CH3:25])=[CH:22][C:6]2[C:7]3[N:12]([CH:13]([CH3:15])[CH2:14][C:5]=2[CH:4]=1)[CH:11]=[C:10]([C:16]([OH:18])=[O:17])[C:9](=[O:21])[CH:8]=3. (2) Given the reactants [CH3:1][N:2]1[CH:6]([C:7]([O:9][C:10]([CH3:13])([CH3:12])[CH3:11])=[O:8])[CH2:5][NH:4][C:3]1=[O:14].Br[C:16]1[CH:17]=[CH:18][C:19]([O:22][CH3:23])=[N:20][CH:21]=1.C(=O)([O-])[O-].[Cs+].[Cs+].CC1(C)C2C(=C(P(C3C=CC=CC=3)C3C=CC=CC=3)C=CC=2)OC2C(P(C3C=CC=CC=3)C3C=CC=CC=3)=CC=CC1=2, predict the reaction product. The product is: [CH3:1][N:2]1[CH:6]([C:7]([O:9][C:10]([CH3:11])([CH3:13])[CH3:12])=[O:8])[CH2:5][N:4]([C:16]2[CH:21]=[N:20][C:19]([O:22][CH3:23])=[CH:18][CH:17]=2)[C:3]1=[O:14]. (3) Given the reactants [N+:1](/[CH:4]=[CH:5]/[CH2:6][CH:7]([CH3:9])[CH3:8])([O-:3])=[O:2].[N:10]1[CH:15]=[CH:14][CH:13]=[CH:12][C:11]=1[CH:16]=[O:17].CCOCC.[Na+].[Cl-], predict the reaction product. The product is: [CH3:8][CH:7]([CH3:9])[CH2:6][C@@H:5]([CH2:4][N+:1]([O-:3])=[O:2])[C:16]([C:11]1[CH:12]=[CH:13][CH:14]=[CH:15][N:10]=1)=[O:17]. (4) Given the reactants C/C(/[O-])=C/C(C)=O.C/C(/[O-])=C/C(C)=O.[Zn+2:15].[N:16]1[C:25]2[C:20](=[CH:21][CH:22]=[CH:23][C:24]=2[OH:26])[CH:19]=[CH:18][CH:17]=1, predict the reaction product. The product is: [CH:22]1[CH:23]=[C:24]([O-:26])[C:25]2[N:16]=[CH:17][CH:18]=[CH:19][C:20]=2[CH:21]=1.[CH:22]1[CH:23]=[C:24]([O-:26])[C:25]2[N:16]=[CH:17][CH:18]=[CH:19][C:20]=2[CH:21]=1.[Zn+2:15]. (5) The product is: [CH2:28]([O:27][C:26]([NH:25][C:21]1[C:20]([CH3:36])=[C:19]([C:3]2[C:4]3[C:12]4[C:7](=[CH:8][CH:9]=[C:10]([N:13]5[CH2:14][CH2:15][O:16][CH2:17][CH2:18]5)[CH:11]=4)[NH:6][C:5]=3[C:38]([C:39]([O:41][CH2:42][CH3:43])=[O:40])=[N:1][CH:2]=2)[CH:24]=[CH:23][CH:22]=1)=[O:35])[C:29]1[CH:30]=[CH:31][CH:32]=[CH:33][CH:34]=1. Given the reactants [NH2:1][CH2:2][CH:3]([C:19]1[C:20]([CH3:36])=[C:21]([NH:25][C:26](=[O:35])[O:27][CH2:28][C:29]2[CH:34]=[CH:33][CH:32]=[CH:31][CH:30]=2)[CH:22]=[CH:23][CH:24]=1)[C:4]1[C:12]2[C:7](=[CH:8][CH:9]=[C:10]([N:13]3[CH2:18][CH2:17][O:16][CH2:15][CH2:14]3)[CH:11]=2)[NH:6][CH:5]=1.O=[CH:38][C:39]([O:41][CH2:42][CH3:43])=[O:40].C1(C)C=CC=CC=1.Cl.O1CCOCC1, predict the reaction product. (6) Given the reactants [CH:1]1([N:4]2[CH2:9][CH2:8][C:7]([S:17]([C:20]3[CH:25]=[CH:24][C:23]([C:26]4[CH:31]=[CH:30][C:29]([O:32][C:33]([F:38])([F:37])[CH:34]([F:36])[F:35])=[CH:28][CH:27]=4)=[CH:22][CH:21]=3)(=[O:19])=[O:18])([C:10]([O:12][C:13]([CH3:16])([CH3:15])[CH3:14])=[O:11])[CH2:6][CH2:5]2)[CH2:3][CH2:2]1.COCCN(S(F)(F)F)[CH2:44][CH2:45]OC.[CH2:52](O)[CH3:53].C([O-])(O)=O.[Na+], predict the reaction product. The product is: [CH2:1]([N:4]1[CH2:5][CH2:6][C:7]([S:17]([C:20]2[CH:25]=[CH:24][C:23]([C:26]3[CH:31]=[CH:30][C:29]([O:32][C:33]([F:37])([F:38])[CH:34]([F:35])[F:36])=[CH:28][CH:27]=3)=[CH:22][CH:21]=2)(=[O:19])=[O:18])([C:10]([O:12][C:13]([CH3:15])([CH3:14])[CH3:16])=[O:11])[CH2:8][CH2:9]1)[C:2]1[CH:3]=[CH:45][CH:44]=[CH:53][CH:52]=1. (7) Given the reactants [N:1]([CH2:4][C@H:5]([CH3:22])[C@H:6]([C@H:15]1[CH2:19][O:18]C(C)(C)[O:16]1)[O:7][Si:8]([C:11]([CH3:14])([CH3:13])[CH3:12])([CH3:10])[CH3:9])=[N+:2]=[N-:3].CC1C=CC(S([O-])(=O)=O)=CC=1.C1C=C[NH+]=CC=1, predict the reaction product. The product is: [N:1]([CH2:4][C@H:5]([CH3:22])[C@@H:6]([O:7][Si:8]([C:11]([CH3:14])([CH3:13])[CH3:12])([CH3:10])[CH3:9])[C@H:15]([OH:16])[CH2:19][OH:18])=[N+:2]=[N-:3].